Dataset: Reaction yield outcomes from USPTO patents with 853,638 reactions. Task: Predict the reaction yield, written as a fraction of the theoretical maximum amount of product (1.0 means a 100% yield; for example, 0.34 means a 34% yield). (1) The reactants are Cl[C:2]1[N:7]=[CH:6][C:5]([CH2:8][C:9]([OH:11])=[O:10])=[CH:4][CH:3]=1.[CH3:12][CH2:13][O-:14].[Na+].[H-].[Na+]. The catalyst is CCO. The product is [CH2:13]([O:14][C:2]1[N:7]=[CH:6][C:5]([CH2:8][C:9]([OH:11])=[O:10])=[CH:4][CH:3]=1)[CH3:12]. The yield is 0.820. (2) The reactants are [C:1]1([C:7]2[N:8]=[C:9]([NH:12][CH2:13][CH2:14][C:15]3[CH:20]=[CH:19][CH:18]=[CH:17][CH:16]=3)[S:10][CH:11]=2)[CH:6]=[CH:5][CH:4]=[CH:3][CH:2]=1.[H-].[Na+].Br[CH2:24][C:25]1[CH:34]=[CH:33][C:28]([C:29]([O:31][CH3:32])=[O:30])=[CH:27][CH:26]=1.O. The catalyst is CN(C)C=O. The product is [C:15]1([CH2:14][CH2:13][N:12]([CH2:24][C:25]2[CH:34]=[CH:33][C:28]([C:29]([O:31][CH3:32])=[O:30])=[CH:27][CH:26]=2)[C:9]2[S:10][CH:11]=[C:7]([C:1]3[CH:6]=[CH:5][CH:4]=[CH:3][CH:2]=3)[N:8]=2)[CH:16]=[CH:17][CH:18]=[CH:19][CH:20]=1. The yield is 0.480. (3) The reactants are [N+:1]([C:4]1[CH:12]=[C:11]2[C:7]([C:8]([CH2:13][C:14]#[N:15])=[CH:9][NH:10]2)=[CH:6][CH:5]=1)([O-:3])=[O:2].[CH3:16][C:17]([O:20][C:21](O[C:21]([O:20][C:17]([CH3:19])([CH3:18])[CH3:16])=[O:22])=[O:22])([CH3:19])[CH3:18].CCN(CC)CC. The catalyst is C1COCC1. The product is [C:17]([O:20][C:21](=[O:22])[NH:15][CH2:14][CH2:13][C:8]1[C:7]2[C:11](=[CH:12][C:4]([N+:1]([O-:3])=[O:2])=[CH:5][CH:6]=2)[NH:10][CH:9]=1)([CH3:19])([CH3:18])[CH3:16]. The yield is 0.380.